Dataset: Catalyst prediction with 721,799 reactions and 888 catalyst types from USPTO. Task: Predict which catalyst facilitates the given reaction. (1) Reactant: [C:1]([C:5]1[CH:10]=[CH:9][C:8]([NH:11][C:12]2[C:21]3[C:16](=[CH:17][CH:18]=[CH:19][CH:20]=3)[CH:15]=[CH:14][N:13]=2)=[CH:7][CH:6]=1)([CH3:4])([CH3:3])[CH3:2].[Br-:22].[Br-].[Br-].C1([N+](C)(C)C)C=CC=CC=1.C1([N+](C)(C)C)C=CC=CC=1.C1([N+](C)(C)C)C=CC=CC=1.CCCCCC. Product: [Br:22][C:15]1[C:16]2[C:21](=[CH:20][CH:19]=[CH:18][CH:17]=2)[C:12]([NH:11][C:8]2[CH:9]=[CH:10][C:5]([C:1]([CH3:4])([CH3:2])[CH3:3])=[CH:6][CH:7]=2)=[N:13][CH:14]=1. The catalyst class is: 1. (2) The catalyst class is: 17. Product: [C:21]([O:1][C:2]1[CH:3]=[CH:4][C:5]([C:6]2[C:15](=[O:16])[C:14]3[C:9](=[CH:10][C:11]([O:18][C:29](=[O:30])[CH3:28])=[CH:12][C:13]=3[CH3:17])[O:8][CH:7]=2)=[CH:19][CH:20]=1)(=[O:23])[CH3:22]. Reactant: [OH:1][C:2]1[CH:20]=[CH:19][C:5]([C:6]2[C:15](=[O:16])[C:14]3[C:9](=[CH:10][C:11]([OH:18])=[CH:12][C:13]=3[CH3:17])[O:8][CH:7]=2)=[CH:4][CH:3]=1.[C:21](OC(=O)C)(=[O:23])[CH3:22].[CH3:28][C:29](CC(O)=O)=[O:30]. (3) Reactant: N[C:2]1[C:11]([Cl:12])=[CH:10][C:9]([N:13]([C:18]2[C:37]([CH:38]3[CH2:40][CH2:39]3)=[CH:36][C:21]3[C:22]([C:32](=[O:35])[NH:33][CH3:34])=[C:23]([C:25]4[CH:30]=[CH:29][C:28]([F:31])=[CH:27][CH:26]=4)[O:24][C:20]=3[CH:19]=2)[S:14]([CH3:17])(=[O:16])=[O:15])=[CH:8][C:3]=1[C:4]([O:6][CH3:7])=[O:5].CC#N.[BrH:44].N([O-])=O.[Na+]. The catalyst class is: 6. Product: [Br:44][C:2]1[C:11]([Cl:12])=[CH:10][C:9]([N:13]([C:18]2[C:37]([CH:38]3[CH2:40][CH2:39]3)=[CH:36][C:21]3[C:22]([C:32](=[O:35])[NH:33][CH3:34])=[C:23]([C:25]4[CH:30]=[CH:29][C:28]([F:31])=[CH:27][CH:26]=4)[O:24][C:20]=3[CH:19]=2)[S:14]([CH3:17])(=[O:16])=[O:15])=[CH:8][C:3]=1[C:4]([O:6][CH3:7])=[O:5]. (4) The catalyst class is: 11. Product: [CH:7]1([O:12][C:13]2[CH:20]=[CH:19][C:16](/[CH:17]=[CH:26]/[C:27]([NH:29][C:30]3[CH:38]=[CH:37][CH:36]=[CH:35][C:31]=3[C:32]([OH:34])=[O:33])=[O:28])=[CH:15][C:14]=2[O:21][CH3:22])[CH2:11][CH2:10][CH2:9][CH2:8]1. Reactant: N1CCCCC1.[CH:7]1([O:12][C:13]2[CH:20]=[CH:19][C:16]([CH:17]=O)=[CH:15][C:14]=2[O:21][CH3:22])[CH2:11][CH2:10][CH2:9][CH2:8]1.C([CH2:26][C:27]([NH:29][C:30]1[CH:38]=[CH:37][CH:36]=[CH:35][C:31]=1[C:32]([OH:34])=[O:33])=[O:28])(O)=O.Cl. (5) Reactant: [NH2:1][C:2]1[C:3]([C:27]([NH2:29])=[O:28])=[N:4][C:5]([CH:8]2[CH2:13][CH2:12][N:11]([C:14]3[N:19]=[C:18](Cl)[N:17]=[C:16]([O:21][C@H:22]([CH3:26])[CH2:23][O:24][CH3:25])[N:15]=3)[CH2:10][CH2:9]2)=[CH:6][CH:7]=1.[F:30][C:31]([F:35])([F:34])[CH2:32][NH2:33].CCN(C(C)C)C(C)C.C[C:46](N(C)C)=[O:47]. Product: [NH2:1][C:2]1[CH:7]=[CH:6][C:5]([CH:8]2[CH2:13][CH2:12][N:11]([C:14]3[N:15]=[C:16]([O:21][C@H:22]([CH3:26])[CH2:23][O:24][CH3:25])[N:17]=[C:18]([C:46]([NH:33][CH2:32][C:31]([F:35])([F:34])[F:30])=[O:47])[N:19]=3)[CH2:10][CH2:9]2)=[N:4][C:3]=1[C:27](=[O:28])[NH2:29]. The catalyst class is: 318. (6) Reactant: [NH2:1][C:2]1[CH:3]=[CH:4][C:5]2[S:14][C:13]3[C:8](=[N:9][CH:10]=[C:11]([C:23]#[N:24])[C:12]=3[NH:15][C:16]3[CH:21]=[CH:20][CH:19]=[C:18]([Br:22])[CH:17]=3)[C:6]=2[CH:7]=1.Cl.CN(C)CCCN=C=NCC.[C:37](O)(=[O:40])[CH:38]=[CH2:39].C(N(C(C)C)CC)(C)C. Product: [Br:22][C:18]1[CH:17]=[C:16]([CH:21]=[CH:20][CH:19]=1)[NH:15][C:12]1[C:11]([C:23]#[N:24])=[CH:10][N:9]=[C:8]2[C:6]3[CH:7]=[C:2]([NH:1][C:37](=[O:40])[CH:38]=[CH2:39])[CH:3]=[CH:4][C:5]=3[S:14][C:13]=12. The catalyst class is: 348. (7) Product: [C:45]([Si:42]([CH3:44])([CH3:43])[O:41][CH:10]([CH2:11][O:12][C:13]1[CH:18]=[CH:17][CH:16]=[C:15]([C:19]2[N:20]=[C:21]([C:34]3[C:35]([CH3:40])=[N:36][O:37][C:38]=3[CH3:39])[CH:22]=[C:23]([C:25](=[O:26])[NH:57][CH2:56][CH:53]3[CH2:54][CH2:55][O:50][CH2:51][CH2:52]3)[N:24]=2)[CH:14]=1)[CH2:9][N:8]([CH3:49])[C:6](=[O:7])[O:5][C:1]([CH3:4])([CH3:3])[CH3:2])([CH3:48])([CH3:46])[CH3:47]. The catalyst class is: 23. Reactant: [C:1]([O:5][C:6]([N:8]([CH3:49])[CH2:9][CH:10]([O:41][Si:42]([C:45]([CH3:48])([CH3:47])[CH3:46])([CH3:44])[CH3:43])[CH2:11][O:12][C:13]1[CH:14]=[C:15]([C:19]2[N:24]=[C:23]([C:25](OC3C=CC=CC=3)=[O:26])[CH:22]=[C:21]([C:34]3[C:35]([CH3:40])=[N:36][O:37][C:38]=3[CH3:39])[N:20]=2)[CH:16]=[CH:17][CH:18]=1)=[O:7])([CH3:4])([CH3:3])[CH3:2].[O:50]1[CH2:55][CH2:54][CH:53]([CH2:56][NH2:57])[CH2:52][CH2:51]1.CCN(CC)CC.